From a dataset of Forward reaction prediction with 1.9M reactions from USPTO patents (1976-2016). Predict the product of the given reaction. (1) Given the reactants [F:1][C:2]1[C:30]([F:31])=[CH:29][CH:28]=[CH:27][C:3]=1[CH2:4][N:5]1[C:10](=[O:11])[CH:9]=[CH:8][C:7]([C:12]2[C:20]3[C:15](=[CH:16][CH:17]=[C:18]([F:21])[CH:19]=3)[N:14]([CH2:22][C:23]([OH:25])=O)[C:13]=2[CH3:26])=[CH:6]1.F[P-](F)(F)(F)(F)F.N1(O[P+](N(C)C)(N(C)C)N(C)C)C2C=[CH:45][CH:46]=[CH:47][C:42]=2[N:41]=N1.N1CCCC1.CCN(C(C)C)C(C)C, predict the reaction product. The product is: [F:1][C:2]1[C:30]([F:31])=[CH:29][CH:28]=[CH:27][C:3]=1[CH2:4][N:5]1[CH:6]=[C:7]([C:12]2[C:20]3[C:15](=[CH:16][CH:17]=[C:18]([F:21])[CH:19]=3)[N:14]([CH2:22][C:23](=[O:25])[N:41]3[CH2:42][CH2:47][CH2:46][CH2:45]3)[C:13]=2[CH3:26])[CH:8]=[CH:9][C:10]1=[O:11]. (2) Given the reactants [F:1][C:2]1[C:11](/[CH:12]=[CH:13]/B2OC(C)(C)C(C)(C)O2)=[CH:10][C:5]([C:6]([O:8][CH3:9])=[O:7])=[CH:4][C:3]=1[O:23][CH3:24].Br[C:26]1[CH:27]=[N:28][C:29]([NH:32][C:33]2[CH:38]=[CH:37][C:36]([N:39]3[CH2:44][C@H:43]([CH3:45])[NH:42][C@H:41]([CH3:46])[CH2:40]3)=[CH:35][CH:34]=2)=[N:30][CH:31]=1.C(Cl)Cl.C([O-])([O-])=O.[Na+].[Na+], predict the reaction product. The product is: [CH3:46][C@H:41]1[NH:42][C@@H:43]([CH3:45])[CH2:44][N:39]([C:36]2[CH:35]=[CH:34][C:33]([NH:32][C:29]3[N:28]=[CH:27][C:26](/[CH:13]=[CH:12]/[C:11]4[CH:10]=[C:5]([CH:4]=[C:3]([O:23][CH3:24])[C:2]=4[F:1])[C:6]([O:8][CH3:9])=[O:7])=[CH:31][N:30]=3)=[CH:38][CH:37]=2)[CH2:40]1. (3) Given the reactants Cl[C:2]1[CH:11]=[CH:10][CH:9]=[CH:8][C:3]=1[CH2:4][CH2:5][CH:6]=[O:7].[O:12]=[C:13]([C:20]1[CH:25]=[CH:24][C:23]([Br:26])=[CH:22][CH:21]=1)/[CH:14]=[CH:15]/[C:16]([O:18][CH3:19])=[O:17], predict the reaction product. The product is: [CH2:4]([C@H:5]1[C@@H:15]([C:16]([O:18][CH3:19])=[O:17])[CH:14]=[C:13]([C:20]2[CH:21]=[CH:22][C:23]([Br:26])=[CH:24][CH:25]=2)[O:12][C:6]1=[O:7])[C:3]1[CH:8]=[CH:9][CH:10]=[CH:11][CH:2]=1.